From a dataset of Forward reaction prediction with 1.9M reactions from USPTO patents (1976-2016). Predict the product of the given reaction. (1) Given the reactants [F:1][CH2:2][C:3]1([CH2:20][F:21])[O:8][CH2:7][CH:6]([CH2:9][O:10][C:11]2[CH:16]=[CH:15][N+:14]([O-])=[C:13]([CH3:18])[C:12]=2[CH3:19])[CH2:5][O:4]1.C(OC(=O)C)(=[O:24])C, predict the reaction product. The product is: [F:1][CH2:2][C:3]1([CH2:20][F:21])[O:8][CH2:7][CH:6]([CH2:9][O:10][C:11]2[CH:16]=[CH:15][N:14]=[C:13]([CH2:18][OH:24])[C:12]=2[CH3:19])[CH2:5][O:4]1. (2) The product is: [CH:17]1([NH:22][C:2]2[C:11]([C:12]#[N:13])=[CH:10][C:9]3[C:8](=[O:14])[CH2:7][C:6]([CH3:16])([CH3:15])[CH2:5][C:4]=3[N:3]=2)[CH2:21][CH2:20][CH2:19][CH2:18]1. Given the reactants Cl[C:2]1[C:11]([C:12]#[N:13])=[CH:10][C:9]2[C:8](=[O:14])[CH2:7][C:6]([CH3:16])([CH3:15])[CH2:5][C:4]=2[N:3]=1.[CH:17]1([NH2:22])[CH2:21][CH2:20][CH2:19][CH2:18]1.C(N(CC)CC)C.O, predict the reaction product. (3) Given the reactants FC(F)(F)C(O)=O.[OH:8][C@@H:9]1[C@@H:13]([CH2:14][CH2:15][S:16][CH2:17][CH2:18][O:19][CH2:20][CH2:21][OH:22])[CH2:12][N:11](C(OC(C)(C)C)=O)[CH2:10]1, predict the reaction product. The product is: [OH:22][CH2:21][CH2:20][O:19][CH2:18][CH2:17][S:16][CH2:15][CH2:14][C@H:13]1[CH2:12][NH:11][CH2:10][C@@H:9]1[OH:8]. (4) Given the reactants [CH3:1][C:2]([O:5][C:6]([N:8]1[CH:12]2[CH2:13][CH:14]([OH:16])[CH2:15][CH:9]1[CH2:10][CH2:11]2)=[O:7])([CH3:4])[CH3:3].C1OCCOCCOCCOCCOCCOC1.CC(C)([O-])C.[K+].Cl[CH2:42][C:43]1[C:44]([CH:51]2[CH2:53][CH:52]2[C:54]2[CH:59]=[CH:58][CH:57]=[CH:56][CH:55]=2)=[N:45][O:46][C:47]=1[CH:48]1[CH2:50][CH2:49]1, predict the reaction product. The product is: [CH:48]1([C:47]2[O:46][N:45]=[C:44]([CH:51]3[CH2:53][CH:52]3[C:54]3[CH:59]=[CH:58][CH:57]=[CH:56][CH:55]=3)[C:43]=2[CH2:42][O:16][CH:14]2[CH2:15][CH:9]3[N:8]([C:6]([O:5][C:2]([CH3:1])([CH3:3])[CH3:4])=[O:7])[CH:12]([CH2:11][CH2:10]3)[CH2:13]2)[CH2:50][CH2:49]1. (5) Given the reactants ClC1C=C(C)N=C(NC2C=C(N[C@@H]3CCCC[C@@H]3NC(=O)[O:27]C(C)(C)C)C=NC=2C#N)C=1.[C:33]([C:36]1[N:41]=[CH:40][C:39]([NH:42][C@@H:43]2[CH2:48][CH2:47][CH2:46][CH2:45][C@@H:44]2[NH:49][C:50](=[O:56])[O:51][C:52]([CH3:55])([CH3:54])[CH3:53])=[CH:38][C:37]=1[NH:57][C:58]1[CH:63]=[CH:62][C:61](O)=[C:60]([CH3:65])[N:59]=1)(=[O:35])[NH2:34], predict the reaction product. The product is: [C:33]([C:36]1[N:41]=[CH:40][C:39]([NH:42][C@@H:43]2[CH2:48][CH2:47][CH2:46][CH2:45][C@@H:44]2[NH:49][C:50](=[O:56])[O:51][C:52]([CH3:54])([CH3:53])[CH3:55])=[CH:38][C:37]=1[NH:57][C:58]1[CH:63]=[C:62]([OH:27])[CH:61]=[C:60]([CH3:65])[N:59]=1)(=[O:35])[NH2:34]. (6) Given the reactants [CH3:1][N:2]1[C:10]2[C:5](=[CH:6][C:7]([N+:11]([O-:13])=[O:12])=[CH:8][CH:9]=2)[C:4]([C:14]2[CH2:15][CH2:16][NH:17][CH2:18][CH:19]=2)=[CH:3]1.[CH:20]1([C:25](Cl)=[O:26])[CH2:24][CH2:23][CH2:22][CH2:21]1.CO, predict the reaction product. The product is: [CH:20]1([C:25]([N:17]2[CH2:16][CH2:15][C:14]([C:4]3[C:5]4[C:10](=[CH:9][CH:8]=[C:7]([N+:11]([O-:13])=[O:12])[CH:6]=4)[N:2]([CH3:1])[CH:3]=3)=[CH:19][CH2:18]2)=[O:26])[CH2:24][CH2:23][CH2:22][CH2:21]1. (7) Given the reactants [NH2:1][C:2]1[CH:3]=[C:4]([OH:11])[C:5](=[CH:9][CH:10]=1)[C:6]([OH:8])=[O:7].S(=O)(=O)(O)O.[OH-].[NH4+].[CH3:19]O, predict the reaction product. The product is: [NH2:1][C:2]1[CH:3]=[C:4]([OH:11])[C:5](=[CH:9][CH:10]=1)[C:6]([O:8][CH3:19])=[O:7].